From a dataset of Full USPTO retrosynthesis dataset with 1.9M reactions from patents (1976-2016). Predict the reactants needed to synthesize the given product. (1) Given the product [Cl:17][C:18]1[CH:19]=[C:20]([N+:25]([O-:27])=[O:26])[CH:21]=[CH:22][C:23]=1[NH:10][CH2:9][CH2:8][N:5]1[CH2:6][CH2:7][CH:2]([CH3:1])[CH2:3][CH2:4]1, predict the reactants needed to synthesize it. The reactants are: [CH3:1][CH:2]1[CH2:7][CH2:6][N:5]([CH2:8][CH2:9][NH2:10])[CH2:4][CH2:3]1.C(=O)([O-])[O-].[K+].[K+].[Cl:17][C:18]1[CH:19]=[C:20]([N+:25]([O-:27])=[O:26])[CH:21]=[CH:22][C:23]=1F. (2) Given the product [F:11][C:10]1[C:5]([NH:2][NH2:3])=[N:6][CH:7]=[C:8]([C:12]([F:15])([F:14])[F:13])[CH:9]=1, predict the reactants needed to synthesize it. The reactants are: O.[NH2:2][NH2:3].F[C:5]1[C:10]([F:11])=[CH:9][C:8]([C:12]([F:15])([F:14])[F:13])=[CH:7][N:6]=1.O. (3) Given the product [F:3][C:4]1[CH:32]=[CH:31][C:7]2[NH:8][C:9]([C@H:11]([NH2:23])[CH2:12][C:13]3[CH:14]=[CH:15][C:16]([C:19]([F:21])([F:20])[F:22])=[CH:17][CH:18]=3)=[N:10][C:6]=2[CH:5]=1, predict the reactants needed to synthesize it. The reactants are: N#N.[F:3][C:4]1[CH:32]=[CH:31][C:7]2[NH:8][C:9]([C@H:11]([NH:23]C(=O)OC(C)(C)C)[CH2:12][C:13]3[CH:18]=[CH:17][C:16]([C:19]([F:22])([F:21])[F:20])=[CH:15][CH:14]=3)=[N:10][C:6]=2[CH:5]=1.Cl. (4) Given the product [CH3:1][O:2][C:3]1[CH:22]=[C:21]([CH:20]=[CH:19][C:4]=1[NH:5][CH:6]1[CH2:11][CH2:10][N:9]([C:12]([O:14][C:15]([CH3:18])([CH3:17])[CH3:16])=[O:13])[CH2:8][CH2:7]1)[C:23]([OH:25])=[O:24], predict the reactants needed to synthesize it. The reactants are: [CH3:1][O:2][C:3]1[CH:22]=[C:21]([C:23]([O:25]C)=[O:24])[CH:20]=[CH:19][C:4]=1[NH:5][CH:6]1[CH2:11][CH2:10][N:9]([C:12]([O:14][C:15]([CH3:18])([CH3:17])[CH3:16])=[O:13])[CH2:8][CH2:7]1. (5) The reactants are: [F:1][C:2]1[CH:7]=[CH:6][C:5]([N:8]2[C:12]([C:13]3[CH:18]=[CH:17][C:16]([S:19]([CH3:22])(=[O:21])=[O:20])=[CH:15][CH:14]=3)=[CH:11][C:10]([CH2:23][CH2:24][NH2:25])=[C:9]2[CH3:26])=[CH:4][CH:3]=1.[C:27](Cl)(=[O:34])[C:28]1[CH:33]=[CH:32][CH:31]=[CH:30][CH:29]=1. Given the product [F:1][C:2]1[CH:3]=[CH:4][C:5]([N:8]2[C:12]([C:13]3[CH:18]=[CH:17][C:16]([S:19]([CH3:22])(=[O:20])=[O:21])=[CH:15][CH:14]=3)=[CH:11][C:10]([CH2:23][CH2:24][NH:25][C:27](=[O:34])[C:28]3[CH:33]=[CH:32][CH:31]=[CH:30][CH:29]=3)=[C:9]2[CH3:26])=[CH:6][CH:7]=1, predict the reactants needed to synthesize it. (6) Given the product [CH3:1][O:2][C:3]1[C:8]([CH3:9])=[CH:7][C:6]2[C:10]3([CH2:20][O:21][C:5]=2[CH:4]=1)[C:18]1[C:13](=[CH:14][CH:15]=[CH:16][CH:17]=1)[N:12]([CH2:24][C:25]1[CH:30]=[CH:29][CH:28]=[CH:27][N:26]=1)[C:11]3=[O:19], predict the reactants needed to synthesize it. The reactants are: [CH3:1][O:2][C:3]1[C:8]([CH3:9])=[CH:7][C:6]2[C:10]3([CH2:20][O:21][C:5]=2[CH:4]=1)[C:18]1[C:13](=[CH:14][CH:15]=[CH:16][CH:17]=1)[NH:12][C:11]3=[O:19].Br.Br[CH2:24][C:25]1[CH:30]=[CH:29][CH:28]=[CH:27][N:26]=1.BrCC1CCCCO1. (7) Given the product [CH:6]([O:9][C:10]([N:12]1[CH2:13][CH2:14][CH:15]([O:18][N:19]=[C:20]2[CH2:25][CH2:24][N:23]([C:26]3[C:31]([F:32])=[CH:30][C:29]([CH2:33][N:45]4[CH:44]=[C:43]([CH3:42])[CH:47]=[N:46]4)=[CH:28][N:27]=3)[CH2:22][CH2:21]2)[CH2:16][CH2:17]1)=[O:11])([CH3:7])[CH3:8], predict the reactants needed to synthesize it. The reactants are: S(Cl)(C)(=O)=O.[CH:6]([O:9][C:10]([N:12]1[CH2:17][CH2:16][CH:15]([O:18][N:19]=[C:20]2[CH2:25][CH2:24][N:23]([C:26]3[C:31]([F:32])=[CH:30][C:29]([CH2:33]O)=[CH:28][N:27]=3)[CH2:22][CH2:21]2)[CH2:14][CH2:13]1)=[O:11])([CH3:8])[CH3:7].C(N(CC)CC)C.[CH3:42][C:43]1[CH:44]=[N:45][NH:46][CH:47]=1.[H-].[Na+].